This data is from Catalyst prediction with 721,799 reactions and 888 catalyst types from USPTO. The task is: Predict which catalyst facilitates the given reaction. (1) Reactant: [NH2:1][C:2]1[S:3][C:4]([NH2:17])=[C:5]([C:15]#[N:16])[CH:6]([C:10]2[O:11][CH:12]=[CH:13][CH:14]=2)[C:7]=1[C:8]#[N:9].[OH-].[NH4+]. Product: [NH2:1][C:2]1[NH:17][C:4](=[S:3])[C:5]([C:15]#[N:16])=[C:6]([C:10]2[O:11][CH:12]=[CH:13][CH:14]=2)[C:7]=1[C:8]#[N:9]. The catalyst class is: 8. (2) The catalyst class is: 1. Product: [Cl:15][C:9]1[CH:8]=[C:7]([CH:16]=[O:17])[CH:14]=[CH:13][C:10]=1[C:11]#[N:12]. Reactant: C([Mg]Cl)(C)C.Br[C:7]1[CH:14]=[CH:13][C:10]([C:11]#[N:12])=[C:9]([Cl:15])[CH:8]=1.[CH:16](N1CCCCC1)=[O:17].Cl.